Dataset: Catalyst prediction with 721,799 reactions and 888 catalyst types from USPTO. Task: Predict which catalyst facilitates the given reaction. Reactant: C(OC([N:8]1[CH2:13][CH2:12][CH:11]([O:14][C:15]2[CH:20]=[CH:19][C:18]([C:21]3[C:29]4[C:24](=[CH:25][CH:26]=[C:27]([NH:30][C:31](=[O:43])[CH:32]([N:38]5[CH2:42][CH2:41][CH2:40][CH2:39]5)[C:33]5[CH:37]=[CH:36][S:35][CH:34]=5)[CH:28]=4)[NH:23][N:22]=3)=[CH:17][CH:16]=2)[CH2:10][CH2:9]1)=O)(C)(C)C.C(O)(C(F)(F)F)=O. Product: [NH:8]1[CH2:9][CH2:10][CH:11]([O:14][C:15]2[CH:20]=[CH:19][C:18]([C:21]3[C:29]4[C:24](=[CH:25][CH:26]=[C:27]([NH:30][C:31](=[O:43])[CH:32]([N:38]5[CH2:42][CH2:41][CH2:40][CH2:39]5)[C:33]5[CH:37]=[CH:36][S:35][CH:34]=5)[CH:28]=4)[NH:23][N:22]=3)=[CH:17][CH:16]=2)[CH2:12][CH2:13]1. The catalyst class is: 2.